The task is: Predict the product of the given reaction.. This data is from Forward reaction prediction with 1.9M reactions from USPTO patents (1976-2016). Given the reactants [Br:1]N1C(=O)CCC1=O.[CH3:9][S:10]([C:13]1[CH:14]=[C:15]([C:19]2[S:23][C:22]([C:24]3[N:28]([CH2:29][C:30]([O:32][CH2:33][S:34][CH3:35])=[O:31])[N:27]=[C:26]([C:36]([F:39])([F:38])[F:37])[CH:25]=3)=[CH:21][CH:20]=2)[CH:16]=[CH:17][CH:18]=1)(=[O:12])=[O:11], predict the reaction product. The product is: [Br:1][C:25]1[C:26]([C:36]([F:39])([F:38])[F:37])=[N:27][N:28]([CH2:29][C:30]([O:32][CH2:33][S:34][CH3:35])=[O:31])[C:24]=1[C:22]1[S:23][C:19]([C:15]2[CH:16]=[CH:17][CH:18]=[C:13]([S:10]([CH3:9])(=[O:12])=[O:11])[CH:14]=2)=[CH:20][CH:21]=1.